This data is from Full USPTO retrosynthesis dataset with 1.9M reactions from patents (1976-2016). The task is: Predict the reactants needed to synthesize the given product. (1) Given the product [Si:25]([O:32][CH2:33][CH2:34][NH:35][C:2]1[CH:7]=[C:6]([CH3:8])[C:5]([N:9]2[C:13]3[CH:14]=[CH:15][CH:16]=[CH:17][C:12]=3[N:11]([CH2:18][C:19]([F:22])([F:21])[F:20])[C:10]2=[O:23])=[C:4]([CH3:24])[CH:3]=1)([C:28]([CH3:30])([CH3:31])[CH3:29])([CH3:27])[CH3:26], predict the reactants needed to synthesize it. The reactants are: Br[C:2]1[CH:7]=[C:6]([CH3:8])[C:5]([N:9]2[C:13]3[CH:14]=[CH:15][CH:16]=[CH:17][C:12]=3[N:11]([CH2:18][C:19]([F:22])([F:21])[F:20])[C:10]2=[O:23])=[C:4]([CH3:24])[CH:3]=1.[Si:25]([O:32][CH2:33][CH2:34][NH2:35])([C:28]([CH3:31])([CH3:30])[CH3:29])([CH3:27])[CH3:26].C([O-])([O-])=O.[Cs+].[Cs+].CC(C1C=C(C(C)C)C(C2C=CC=CC=2P(C2CCCCC2)C2CCCCC2)=C(C(C)C)C=1)C. (2) The reactants are: C([O:3][C:4](=[O:37])[CH2:5][CH2:6][C:7]1[CH:12]=[CH:11][C:10]([O:13][CH2:14][CH2:15][C:16]2[N:17]=[C:18]([C:22]3[CH:27]=[CH:26][C:25]([O:28][C:29]4[CH:34]=[CH:33][CH:32]=[CH:31][CH:30]=4)=[CH:24][CH:23]=3)[O:19][C:20]=2[CH3:21])=[CH:9][C:8]=1[C:35]#[N:36])C. Given the product [C:35]([C:8]1[CH:9]=[C:10]([O:13][CH2:14][CH2:15][C:16]2[N:17]=[C:18]([C:22]3[CH:27]=[CH:26][C:25]([O:28][C:29]4[CH:30]=[CH:31][CH:32]=[CH:33][CH:34]=4)=[CH:24][CH:23]=3)[O:19][C:20]=2[CH3:21])[CH:11]=[CH:12][C:7]=1[CH2:6][CH2:5][C:4]([OH:37])=[O:3])#[N:36], predict the reactants needed to synthesize it. (3) Given the product [NH:29]=[C:24]([NH:15][NH:14][C:12](=[O:13])[C:11]1[CH:16]=[CH:17][C:18]([F:21])=[C:19]([F:20])[C:10]=1[NH:9][C:6]1[CH:7]=[CH:8][C:3]([CH2:1][CH3:2])=[CH:4][C:5]=1[F:22])[CH3:25], predict the reactants needed to synthesize it. The reactants are: [CH2:1]([C:3]1[CH:8]=[CH:7][C:6]([NH:9][C:10]2[C:19]([F:20])=[C:18]([F:21])[CH:17]=[CH:16][C:11]=2[C:12]([NH:14][NH2:15])=[O:13])=[C:5]([F:22])[CH:4]=1)[CH3:2].Cl.[C:24](=[NH:29])(OCC)[CH3:25].C(N(CC)CC)C.O. (4) Given the product [C:4]([O:3][C:1]([N:8]1[CH2:13][CH2:12][CH2:11][CH2:10][C@H:9]1[CH2:14][CH2:15][O:16][C:27]1[CH:26]=[CH:25][C:24]([CH2:23][C:20]2[CH:21]=[CH:22][CH:17]=[CH:18][CH:19]=2)=[CH:29][CH:28]=1)=[O:2])([CH3:7])([CH3:6])[CH3:5], predict the reactants needed to synthesize it. The reactants are: [C:1]([N:8]1[CH2:13][CH2:12][CH2:11][CH2:10][C@H:9]1[CH2:14][CH2:15][OH:16])([O:3][C:4]([CH3:7])([CH3:6])[CH3:5])=[O:2].[CH:17]1[CH:18]=[CH:19][C:20]([CH2:23][C:24]2[CH:25]=[CH:26][C:27](O)=[CH:28][CH:29]=2)=[CH:21][CH:22]=1.C1(P(C2C=CC=CC=2)C2C=CC=CC=2)C=CC=CC=1.N(C(OC(C)C)=O)=NC(OC(C)C)=O. (5) Given the product [Br:1][CH:2]1[CH2:6][CH2:7][N:13]([C:12]2[CH:14]=[CH:15][C:16]([CH3:17])=[C:10]([F:9])[CH:11]=2)[C:3]1=[O:4], predict the reactants needed to synthesize it. The reactants are: [Br:1][CH:2]([CH2:6][CH2:7]Br)[C:3](Cl)=[O:4].[F:9][C:10]1[CH:11]=[C:12]([CH:14]=[CH:15][C:16]=1[CH3:17])[NH2:13].CCN(CC)CC.[H-].[Na+]. (6) Given the product [CH3:1][O:2][C:3]1[CH:37]=[C:36]([O:38][CH3:39])[CH:35]=[CH:34][C:4]=1[CH2:5][N:6]1[C:26]2[C:15]3=[CH:16][C:17]4[CH:18]=[C:19]([CH2:24][OH:25])[N:20]([CH3:23])[C:21]=4[CH:22]=[C:14]3[C:13]([CH3:27])=[CH:12][CH2:11][C:10]=2[C:9]([OH:28])=[C:8]([C:29]([OH:31])=[O:30])[C:7]1=[O:33], predict the reactants needed to synthesize it. The reactants are: [CH3:1][O:2][C:3]1[CH:37]=[C:36]([O:38][CH3:39])[CH:35]=[CH:34][C:4]=1[CH2:5][N:6]1[C:26]2[C:15]3=[CH:16][C:17]4[CH:18]=[C:19]([CH2:24][OH:25])[N:20]([CH3:23])[C:21]=4[CH:22]=[C:14]3[C:13]([CH3:27])=[CH:12][CH2:11][C:10]=2[C:9]([OH:28])=[C:8]([C:29]([O:31]C)=[O:30])[C:7]1=[O:33].[Li+].[I-].Cl.